Regression. Given a peptide amino acid sequence and an MHC pseudo amino acid sequence, predict their binding affinity value. This is MHC class II binding data. From a dataset of Peptide-MHC class II binding affinity with 134,281 pairs from IEDB. (1) The peptide sequence is RVKLSALTLKGTSYK. The MHC is HLA-DQA10103-DQB10603 with pseudo-sequence HLA-DQA10103-DQB10603. The binding affinity (normalized) is 0.222. (2) The peptide sequence is SKLKAEATTDGLGWY. The MHC is HLA-DQA10201-DQB10202 with pseudo-sequence HLA-DQA10201-DQB10202. The binding affinity (normalized) is 0.605. (3) The peptide sequence is EWVAMTKGEGGVWTFDSEEP. The MHC is DRB1_0301 with pseudo-sequence DRB1_0301. The binding affinity (normalized) is 0. (4) The peptide sequence is GVFIHNDVEAWMDRYKYY. The MHC is DRB1_1101 with pseudo-sequence DRB1_1101. The binding affinity (normalized) is 0.0734.